The task is: Predict which catalyst facilitates the given reaction.. This data is from Catalyst prediction with 721,799 reactions and 888 catalyst types from USPTO. (1) Reactant: [OH:1][CH2:2][C@@H:3]1[C@@H:8]([OH:9])[C@H:7]([OH:10])[C@@H:6]([OH:11])[CH:5]([O:12][CH3:13])[O:4]1.[H-].[Na+].[CH2:16](Br)[C:17]1[CH:22]=[CH:21][CH:20]=[CH:19][CH:18]=1. Product: [CH2:16]([O:9][C@H:8]1[C@H:7]([O:10][CH2:16][C:17]2[CH:22]=[CH:21][CH:20]=[CH:19][CH:18]=2)[C@@H:6]([O:11][CH2:16][C:17]2[CH:22]=[CH:21][CH:20]=[CH:19][CH:18]=2)[CH:5]([O:12][CH3:13])[O:4][C@@H:3]1[CH2:2][O:1][CH2:16][C:17]1[CH:22]=[CH:21][CH:20]=[CH:19][CH:18]=1)[C:17]1[CH:22]=[CH:21][CH:20]=[CH:19][CH:18]=1. The catalyst class is: 639. (2) Reactant: N(C([O-])=O)=NC([O-])=O.[N:9]12[CH2:17][CH2:16][CH:13]([CH2:14][CH2:15]1)[N:12]([C:18]([C:20]1[C:24]3[CH:25]=[CH:26][C:27]([OH:29])=[CH:28][C:23]=3[S:22][N:21]=1)=[O:19])[CH2:11][CH2:10]2.[CH:30]1([CH2:33]O)[CH2:32][CH2:31]1.C1(P(C2C=CC=CC=2)C2C=CC=CC=2)C=CC=CC=1. Product: [CH:30]1([CH2:33][O:29][C:27]2[CH:26]=[CH:25][C:24]3[C:20]([C:18]([N:12]4[CH:13]5[CH2:14][CH2:15][N:9]([CH2:17][CH2:16]5)[CH2:10][CH2:11]4)=[O:19])=[N:21][S:22][C:23]=3[CH:28]=2)[CH2:32][CH2:31]1. The catalyst class is: 7. (3) Reactant: F[C:2]1[CH:9]=[CH:8][C:5]([C:6]#[N:7])=[CH:4][C:3]=1[CH:10]=[O:11].[Br:12][C:13]1[CH:18]=[CH:17][C:16]([OH:19])=[CH:15][C:14]=1[CH2:20][OH:21].C(=O)([O-])[O-].[K+].[K+].C(OCC)(=O)C.O. Product: [Br:12][C:13]1[CH:18]=[CH:17][C:16]([O:19][C:2]2[CH:9]=[CH:8][C:5]([C:6]#[N:7])=[CH:4][C:3]=2[CH:10]=[O:11])=[CH:15][C:14]=1[CH2:20][OH:21]. The catalyst class is: 9. (4) Reactant: F[C:2]1[CH:7]=[CH:6][C:5]([N+:8]([O-:10])=[O:9])=[CH:4][CH:3]=1.[OH:11][C:12]1[CH:13]=[C:14]2[C:18](=[CH:19][CH:20]=1)[N:17]([CH:21]1[CH2:26][CH2:25][CH2:24][CH2:23][O:22]1)[N:16]=[C:15]2[CH:27]=[O:28].C([O-])([O-])=O.[Cs+].[Cs+]. Product: [N+:8]([C:5]1[CH:6]=[CH:7][C:2]([O:11][C:12]2[CH:13]=[C:14]3[C:18](=[CH:19][CH:20]=2)[N:17]([CH:21]2[CH2:26][CH2:25][CH2:24][CH2:23][O:22]2)[N:16]=[C:15]3[CH:27]=[O:28])=[CH:3][CH:4]=1)([O-:10])=[O:9]. The catalyst class is: 38. (5) Reactant: C(Cl)(=O)C(Cl)=O.CS(C)=O.[OH:11][CH2:12][C:13]([NH:16][C:17]1[S:18][CH:19]=[C:20]([C:22]2[CH:29]=[CH:28][C:25]([C:26]#[N:27])=[CH:24][CH:23]=2)[N:21]=1)([CH3:15])[CH3:14].C(N(CC)CC)C. Product: [CH3:15][C:13]([NH:16][C:17]1[S:18][CH:19]=[C:20]([C:22]2[CH:23]=[CH:24][C:25]([C:26]#[N:27])=[CH:28][CH:29]=2)[N:21]=1)([CH3:14])[CH:12]=[O:11]. The catalyst class is: 539. (6) Reactant: [CH:1]1([NH:4][C:5]([NH:7][C:8]2[CH:13]=[CH:12][C:11]([C:14]3[N:15]=[C:16]([N:23]4[CH2:28][CH2:27][O:26][CH2:25][C@@H:24]4[CH3:29])[C:17]4[CH2:22][NH:21][CH2:20][C:18]=4[N:19]=3)=[CH:10][CH:9]=2)=[O:6])[CH2:3][CH2:2]1.[CH2:30]([N:32]=[C:33]=[O:34])[CH3:31]. Product: [CH:1]1([NH:4][C:5](=[O:6])[NH:7][C:8]2[CH:9]=[CH:10][C:11]([C:14]3[N:15]=[C:16]([N:23]4[CH2:28][CH2:27][O:26][CH2:25][C@@H:24]4[CH3:29])[C:17]4[CH2:22][N:21]([C:33]([NH:32][CH2:30][CH3:31])=[O:34])[CH2:20][C:18]=4[N:19]=3)=[CH:12][CH:13]=2)[CH2:2][CH2:3]1. The catalyst class is: 12. (7) Reactant: [NH2:1][C:2]1[O:6][N:5]=[C:4]([C:7]2[CH:12]=[CH:11][CH:10]=[CH:9][C:8]=2[O:13][C:14]([F:17])([F:16])[F:15])[C:3]=1[C:18]([OH:20])=O.Cl.C(N=C=NCCCN(C)C)C.[F:33][C:34]([F:48])([F:47])[C:35]1[CH:36]=[C:37]([N:41]2[CH2:46][CH2:45][NH:44][CH2:43][CH2:42]2)[CH:38]=[CH:39][CH:40]=1. Product: [NH2:1][C:2]1[O:6][N:5]=[C:4]([C:7]2[CH:12]=[CH:11][CH:10]=[CH:9][C:8]=2[O:13][C:14]([F:15])([F:16])[F:17])[C:3]=1[C:18]([N:44]1[CH2:43][CH2:42][N:41]([C:37]2[CH:38]=[CH:39][CH:40]=[C:35]([C:34]([F:47])([F:48])[F:33])[CH:36]=2)[CH2:46][CH2:45]1)=[O:20]. The catalyst class is: 4. (8) The catalyst class is: 3. Product: [CH3:13][O:8][C:7](=[O:9])[C:6]1[CH:10]=[C:2]([Cl:1])[CH:3]=[CH:4][C:5]=1[CH:11]=[O:12]. Reactant: [Cl:1][C:2]1[CH:3]=[CH:4][C:5]([CH:11]=[O:12])=[C:6]([CH:10]=1)[C:7]([OH:9])=[O:8].[C:13]([O-])([O-])=O.[K+].[K+].CI.CCOCC. (9) Reactant: [CH3:1][C:2]1[CH:7]=[CH:6][CH:5]=[CH:4][C:3]=1[CH:8]([C:10]1[CH:15]=[CH:14][CH:13]=[CH:12][CH:11]=1)O.P(Br)(Br)[Br:17].O. Product: [Br:17][CH:8]([C:10]1[CH:15]=[CH:14][CH:13]=[CH:12][CH:11]=1)[C:3]1[CH:4]=[CH:5][CH:6]=[CH:7][C:2]=1[CH3:1]. The catalyst class is: 27. (10) Reactant: [NH2:1][C:2]1[CH:3]=[CH:4][C:5]([F:8])=[N:6][CH:7]=1.C([Mg]Cl)(C)C.[CH:14]([C:17]1[CH:21]=[C:20]([NH:22][C:23]2[C:24]3[CH2:40][C:39]([CH3:42])([CH3:41])[CH2:38][C:25]=3[N:26]=[C:27]([N:29]3[CH2:33][CH2:32][CH2:31][C@H:30]3[C:34](OC)=[O:35])[N:28]=2)[NH:19][N:18]=1)([CH3:16])[CH3:15]. Product: [F:8][C:5]1[N:6]=[CH:7][C:2]([NH:1][C:34]([C@@H:30]2[CH2:31][CH2:32][CH2:33][N:29]2[C:27]2[N:28]=[C:23]([NH:22][C:20]3[NH:19][N:18]=[C:17]([CH:14]([CH3:16])[CH3:15])[CH:21]=3)[C:24]3[CH2:40][C:39]([CH3:42])([CH3:41])[CH2:38][C:25]=3[N:26]=2)=[O:35])=[CH:3][CH:4]=1. The catalyst class is: 1.